The task is: Regression. Given two drug SMILES strings and cell line genomic features, predict the synergy score measuring deviation from expected non-interaction effect.. This data is from NCI-60 drug combinations with 297,098 pairs across 59 cell lines. Cell line: TK-10. Drug 2: CN(C(=O)NC(C=O)C(C(C(CO)O)O)O)N=O. Drug 1: C1CC(=O)NC(=O)C1N2CC3=C(C2=O)C=CC=C3N. Synergy scores: CSS=0.812, Synergy_ZIP=-1.02, Synergy_Bliss=-1.09, Synergy_Loewe=0.0253, Synergy_HSA=-0.487.